The task is: Predict which catalyst facilitates the given reaction.. This data is from Catalyst prediction with 721,799 reactions and 888 catalyst types from USPTO. (1) Reactant: Br[C:2]1[CH:7]=[C:6]([F:8])[CH:5]=[C:4]([F:9])[CH:3]=1.O1CCCC1.CCCCCC.[C:21]1([C:27]2[C:32]([C:33]3[CH:38]=[CH:37][CH:36]=[CH:35][CH:34]=3)=[N:31][CH:30]=[CH:29][N:28]=2)[CH:26]=[CH:25][CH:24]=[CH:23][CH:22]=1. Product: [F:9][C:4]1[CH:3]=[C:2]([C:30]2[N:31]=[C:32]([C:33]3[CH:34]=[CH:35][CH:36]=[CH:37][CH:38]=3)[C:27]([C:21]3[CH:26]=[CH:25][CH:24]=[CH:23][CH:22]=3)=[N:28][CH:29]=2)[CH:7]=[C:6]([F:8])[CH:5]=1. The catalyst class is: 6. (2) Reactant: [Cl:1][C:2]1[N:7]=[N:6][C:5]([C:8](Cl)=[O:9])=[CH:4][CH:3]=1.CCN(C(C)C)C(C)C.[NH2:20][C:21]([CH3:25])([CH3:24])[C:22]#[N:23].O. Product: [Cl:1][C:2]1[N:7]=[N:6][C:5]([C:8]([NH:20][C:21]([C:22]#[N:23])([CH3:25])[CH3:24])=[O:9])=[CH:4][CH:3]=1. The catalyst class is: 2. (3) Reactant: Cl[C:2]1[CH:7]=[C:6]([NH:8][C:9]2[CH:18]=[C:17]([F:19])[CH:16]=[CH:15][C:10]=2[C:11]([NH:13][CH3:14])=[O:12])[C:5]([Cl:20])=[CH:4][N:3]=1.[CH2:21]([N:23]1[C:27]([NH2:28])=[CH:26][C:25]([CH3:29])=[N:24]1)[CH3:22].C(=O)([O-])[O-].[Cs+].[Cs+].CC1(C)C2C(=C(P(C3C=CC=CC=3)C3C=CC=CC=3)C=CC=2)OC2C(P(C3C=CC=CC=3)C3C=CC=CC=3)=CC=CC1=2. Product: [Cl:20][C:5]1[C:6]([NH:8][C:9]2[CH:18]=[C:17]([F:19])[CH:16]=[CH:15][C:10]=2[C:11]([NH:13][CH3:14])=[O:12])=[CH:7][C:2]([NH:28][C:27]2[N:23]([CH2:21][CH3:22])[N:24]=[C:25]([CH3:29])[CH:26]=2)=[N:3][CH:4]=1. The catalyst class is: 231. (4) Reactant: C1([NH:7][C:8]([NH2:12])=[N:9][C:10]#[N:11])C=CC=CC=1.[CH3:13][C:14]([NH2:17])([CH3:16])[CH3:15].O.Cl. Product: [C:14](/[N:17]=[C:10](\[NH2:11])/[N:9]=[C:8]([NH2:12])[NH2:7])([CH3:16])([CH3:15])[CH3:13]. The catalyst class is: 40.